From a dataset of Forward reaction prediction with 1.9M reactions from USPTO patents (1976-2016). Predict the product of the given reaction. Given the reactants [C:1]1([C:7]2[CH:16]=[C:15]([C:17]([NH:19][CH2:20][C@H:21]3[CH2:26][CH2:25][C@H:24]([CH2:27][NH:28][C:29](=[O:35])[O:30][C:31]([CH3:34])([CH3:33])[CH3:32])[CH2:23][CH2:22]3)=[O:18])[C:14]3[C:9](=[CH:10][CH:11]=[CH:12][CH:13]=3)[N:8]=2)[CH:6]=[CH:5][CH:4]=[CH:3][CH:2]=1.[H-].[Na+].[C:38]([O-])([O-])=O.[K+].[K+].CI, predict the reaction product. The product is: [CH3:38][N:19]([CH2:20][C@H:21]1[CH2:22][CH2:23][C@H:24]([CH2:27][NH:28][C:29](=[O:35])[O:30][C:31]([CH3:32])([CH3:34])[CH3:33])[CH2:25][CH2:26]1)[C:17]([C:15]1[C:14]2[C:9](=[CH:10][CH:11]=[CH:12][CH:13]=2)[N:8]=[C:7]([C:1]2[CH:6]=[CH:5][CH:4]=[CH:3][CH:2]=2)[CH:16]=1)=[O:18].